Dataset: hERG Central: cardiac toxicity at 1µM, 10µM, and general inhibition. Task: Predict hERG channel inhibition at various concentrations. (1) Results: hERG_inhib (hERG inhibition (general)): blocker. The molecule is CCN(CC)CCn1c2ccccc2c2cnc(N)c(C#N)c21. (2) The molecule is COc1ccc(-n2c(Cc3cccn3C)nnc2SCC(=O)Nc2cc(Cl)ccc2OC)cc1. Results: hERG_inhib (hERG inhibition (general)): blocker. (3) The molecule is CCCCN(CCCC)CCNC(=O)c1cn(CC)c2ccc(S(=O)(=O)N3CCc4ccccc4C3)cc2c1=O. Results: hERG_inhib (hERG inhibition (general)): blocker. (4) The drug is C=CCc1ccc(OCCCCN2CC(C)CC(C)C2)c(OC)c1.O=C(O)C(=O)O. Results: hERG_inhib (hERG inhibition (general)): blocker.